From a dataset of Full USPTO retrosynthesis dataset with 1.9M reactions from patents (1976-2016). Predict the reactants needed to synthesize the given product. (1) The reactants are: [C:1]([C:3]1[C:8]([F:9])=[C:7]([F:10])[C:6]([NH:11][S:12]([CH3:15])(=[O:14])=[O:13])=[C:5]([F:16])[C:4]=1[F:17])#[N:2].[ClH:18]. Given the product [ClH:18].[F:17][C:4]1[C:5]([F:16])=[C:6]([NH:11][S:12]([CH3:15])(=[O:14])=[O:13])[C:7]([F:10])=[C:8]([F:9])[C:3]=1[CH2:1][NH2:2], predict the reactants needed to synthesize it. (2) Given the product [OH:33][C:24]1[CH:25]=[CH:26][C:27]([C:29]([F:30])([F:31])[F:32])=[CH:28][C:23]=1[NH:22][C:4](=[O:6])[C:3]1[CH:7]=[CH:8][N:9]=[CH:10][C:2]=1[I:1], predict the reactants needed to synthesize it. The reactants are: [I:1][C:2]1[CH:10]=[N:9][CH:8]=[CH:7][C:3]=1[C:4]([OH:6])=O.CCN=C=NCCCN(C)C.[NH2:22][C:23]1[CH:28]=[C:27]([C:29]([F:32])([F:31])[F:30])[CH:26]=[CH:25][C:24]=1[OH:33]. (3) Given the product [OH:24][C:21]1[CH:22]=[CH:23][C:18]([NH:17][C:14]([C:9]2[C:8]([C:5]3[CH:4]=[CH:3][C:2]([CH3:1])=[CH:7][CH:6]=3)=[CH:13][CH:12]=[CH:11][CH:10]=2)=[O:16])=[CH:19][CH:20]=1, predict the reactants needed to synthesize it. The reactants are: [CH3:1][C:2]1[CH:7]=[CH:6][C:5]([C:8]2[C:9]([C:14]([OH:16])=O)=[CH:10][CH:11]=[CH:12][CH:13]=2)=[CH:4][CH:3]=1.[NH2:17][C:18]1[CH:23]=[CH:22][C:21]([OH:24])=[CH:20][CH:19]=1.C1C=CC2N(O)N=NC=2C=1.CCN=C=NCCCN(C)C.Cl. (4) Given the product [F:20][C:21]([F:34])([F:33])[S:22]([O:13][C:9]1[C:10]2[C:5](=[CH:4][C:3]([O:2][CH3:1])=[CH:12][CH:11]=2)[CH:6]=[CH:7][CH:8]=1)(=[O:24])=[O:23], predict the reactants needed to synthesize it. The reactants are: [CH3:1][O:2][C:3]1[CH:4]=[C:5]2[C:10](=[CH:11][CH:12]=1)[C:9]([OH:13])=[CH:8][CH:7]=[CH:6]2.N1C=CC=CC=1.[F:20][C:21]([F:34])([F:33])[S:22](O[S:22]([C:21]([F:34])([F:33])[F:20])(=[O:24])=[O:23])(=[O:24])=[O:23]. (5) Given the product [Br:38][C:20]1[CH:19]=[CH:18][C:17]2[C:16]3[C:12]4[N:11]([C:28]([O:30][C:31]([CH3:32])([CH3:33])[CH3:34])=[O:29])[CH2:10][C@@H:9]([CH3:35])[N:8]([C:6]([O:5][C:1]([CH3:4])([CH3:2])[CH3:3])=[O:7])[C:26](=[O:27])[C:13]=4[S:14][C:15]=3[CH:24]=[CH:23][C:22]=2[N:21]=1, predict the reactants needed to synthesize it. The reactants are: [C:1]([O:5][C:6]([N:8]1[C:26](=[O:27])[C:13]2[S:14][C:15]3[CH:24]=[CH:23][C:22]4[N+:21]([O-])=[CH:20][CH:19]=[CH:18][C:17]=4[C:16]=3[C:12]=2[N:11]([C:28]([O:30][C:31]([CH3:34])([CH3:33])[CH3:32])=[O:29])[CH2:10][C@H:9]1[CH3:35])=[O:7])([CH3:4])([CH3:3])[CH3:2].P(Br)(Br)([Br:38])=O. (6) Given the product [Cl:25][C:22]1[CH:23]=[CH:24][C:19]([C:17]2[C:12]3[C:11](=[CH:15][N:14]([CH3:16])[N:13]=3)[C:6]3[C:7]([CH3:10])=[N:8][O:9][C:5]=3[CH2:4][N:1]=2)=[CH:20][CH:21]=1, predict the reactants needed to synthesize it. The reactants are: [N:1]([CH2:4][C:5]1[O:9][N:8]=[C:7]([CH3:10])[C:6]=1[C:11]1[C:12]([C:17]([C:19]2[CH:24]=[CH:23][C:22]([Cl:25])=[CH:21][CH:20]=2)=O)=[N:13][N:14]([CH3:16])[CH:15]=1)=[N+]=[N-].C1(P(C2C=CC=CC=2)C2C=CC=CC=2)C=CC=CC=1.